Dataset: Forward reaction prediction with 1.9M reactions from USPTO patents (1976-2016). Task: Predict the product of the given reaction. Given the reactants I/C=C/C1C=CC=CC=1.COC(=O)[C@@H](NC(=O)[C:22]1[CH:27]=[CH:26][C:25]([C:28]#[C:29]/[CH:30]=[CH:31]/[C:32]2[CH:37]=[CH:36][C:35]([CH2:38][OH:39])=[CH:34][CH:33]=2)=[CH:24][CH:23]=1)CNC(=O)CBr.CCN(CC)CC.C1C[O:52][CH2:51]C1, predict the reaction product. The product is: [CH3:51][O:52][C:38](=[O:39])[C:35]1[CH:34]=[CH:33][C:32]([C:31]#[C:30]/[CH:29]=[CH:28]/[C:25]2[CH:24]=[CH:23][CH:22]=[CH:27][CH:26]=2)=[CH:37][CH:36]=1.